Dataset: NCI-60 drug combinations with 297,098 pairs across 59 cell lines. Task: Regression. Given two drug SMILES strings and cell line genomic features, predict the synergy score measuring deviation from expected non-interaction effect. Synergy scores: CSS=25.6, Synergy_ZIP=1.05, Synergy_Bliss=2.02, Synergy_Loewe=-26.3, Synergy_HSA=-1.50. Cell line: CAKI-1. Drug 2: C1=NC2=C(N1)C(=S)N=CN2. Drug 1: CC1=C(C=C(C=C1)NC(=O)C2=CC=C(C=C2)CN3CCN(CC3)C)NC4=NC=CC(=N4)C5=CN=CC=C5.